From a dataset of Forward reaction prediction with 1.9M reactions from USPTO patents (1976-2016). Predict the product of the given reaction. (1) Given the reactants [NH2:1][C:2]1[C:11]([CH3:12])=[CH:10][C:9]([Br:13])=[CH:8][C:3]=1[C:4]([O:6][CH3:7])=[O:5].C(O)[C:15]1[CH:20]=[CH:19][CH:18]=[CH:17][CH:16]=1.C[O-].[Na+].O, predict the reaction product. The product is: [NH2:1][C:2]1[C:11]([CH3:12])=[CH:10][C:9]([Br:13])=[CH:8][C:3]=1[C:4]([O:6][CH2:7][C:15]1[CH:20]=[CH:19][CH:18]=[CH:17][CH:16]=1)=[O:5]. (2) Given the reactants Br[C:2]1[CH:3]=[C:4]2[C:28](=[CH:29][CH:30]=1)[C:8]1[NH:9][C:10]([C@@H:12]3[CH2:16][CH2:15][CH2:14][N:13]3[C:17](=[O:27])[C@@H:18]([NH:22][C:23](=[O:26])[O:24][CH3:25])[CH:19]([CH3:21])[CH3:20])=[N:11][C:7]=1[CH:6]=[CH:5]2.CC1(C)C(C)(C)OB([C:39]2[CH:40]=[C:41]3[C:63](=[CH:64][CH:65]=2)[C:45]2[NH:46][C:47]([C@@H:49]4[C@@H:54]5[CH2:55][C@@H:51]([CH2:52][CH2:53]5)[N:50]4[C:56]([O:58][C:59]([CH3:62])([CH3:61])[CH3:60])=[O:57])=[N:48][C:44]=2[CH2:43][CH2:42]3)O1.C([O-])([O-])=O.[K+].[K+], predict the reaction product. The product is: [C:59]([O:58][C:56]([N:50]1[C@H:49]([C:47]2[NH:46][C:45]3[C:63]4[C:41]([CH2:42][CH2:43][C:44]=3[N:48]=2)=[CH:40][C:39]([C:2]2[CH:3]=[C:4]3[C:28](=[CH:29][CH:30]=2)[C:8]2[NH:9][C:10]([C@@H:12]5[CH2:16][CH2:15][CH2:14][N:13]5[C:17](=[O:27])[C@@H:18]([NH:22][C:23]([O:24][CH3:25])=[O:26])[CH:19]([CH3:21])[CH3:20])=[N:11][C:7]=2[CH:6]=[CH:5]3)=[CH:65][CH:64]=4)[C@@H:54]2[CH2:55][C@H:51]1[CH2:52][CH2:53]2)=[O:57])([CH3:62])([CH3:60])[CH3:61]. (3) Given the reactants [N:1]1[CH:6]=[CH:5][CH:4]=[C:3]([NH2:7])[CH:2]=1.[CH2:8]([O:15][C:16]1[CH:23]=[CH:22][C:21]([Cl:24])=[CH:20][C:17]=1[CH:18]=O)[C:9]1[CH:14]=[CH:13][CH:12]=[CH:11][CH:10]=1, predict the reaction product. The product is: [CH2:8]([O:15][C:16]1[CH:23]=[CH:22][C:21]([Cl:24])=[CH:20][C:17]=1[CH:18]=[N:7][C:3]1[CH:2]=[N:1][CH:6]=[CH:5][CH:4]=1)[C:9]1[CH:10]=[CH:11][CH:12]=[CH:13][CH:14]=1. (4) Given the reactants [CH3:1][O:2][C:3]1[CH:11]=[CH:10][C:9]2[N:8]([CH2:12][C:13]([C:16]3[CH:21]=[CH:20][N:19]=[CH:18][CH:17]=3)(O)[CH3:14])[CH:7]3[CH2:22][CH2:23][N:24]([CH3:26])[CH2:25][CH:6]3[C:5]=2[CH:4]=1.[OH-].[K+], predict the reaction product. The product is: [CH3:1][O:2][C:3]1[CH:11]=[CH:10][C:9]2[N:8](/[CH:12]=[C:13](\[C:16]3[CH:21]=[CH:20][N:19]=[CH:18][CH:17]=3)/[CH3:14])[C:7]3[CH2:22][CH2:23][N:24]([CH3:26])[CH2:25][C:6]=3[C:5]=2[CH:4]=1.